The task is: Predict the reactants needed to synthesize the given product.. This data is from Full USPTO retrosynthesis dataset with 1.9M reactions from patents (1976-2016). (1) Given the product [CH3:19][O:18][C:15]1[C:14]2[C:9](=[CH:10][CH:11]=[CH:12][CH:13]=2)[C:8]([O:20][CH3:21])=[C:7]([C:23]([O:25][CH2:26][CH3:27])=[O:24])[C:16]=1[CH3:17], predict the reactants needed to synthesize it. The reactants are: C([Li])CCC.Br[C:7]1[C:16]([CH3:17])=[C:15]([O:18][CH3:19])[C:14]2[C:9](=[CH:10][CH:11]=[CH:12][CH:13]=2)[C:8]=1[O:20][CH3:21].Cl[C:23]([O:25][CH2:26][CH3:27])=[O:24]. (2) Given the product [Br:11][C:12]1[CH:17]=[CH:16][C:15]([N:18]([C:19]2[C:39]([CH:40]3[CH2:42][CH2:41]3)=[CH:38][C:22]3[C:23]([C:33]([O:35][CH2:36][CH3:37])=[O:34])=[C:24]([C:26]4[CH:31]=[CH:30][C:29]([Cl:32])=[CH:28][CH:27]=4)[O:25][C:21]=3[CH:20]=2)[S:45]([CH3:44])(=[O:47])=[O:46])=[CH:14][C:13]=1[Cl:43], predict the reactants needed to synthesize it. The reactants are: [Li+].C[Si]([N-][Si](C)(C)C)(C)C.[Br:11][C:12]1[CH:17]=[CH:16][C:15]([NH:18][C:19]2[C:39]([CH:40]3[CH2:42][CH2:41]3)=[CH:38][C:22]3[C:23]([C:33]([O:35][CH2:36][CH3:37])=[O:34])=[C:24]([C:26]4[CH:31]=[CH:30][C:29]([Cl:32])=[CH:28][CH:27]=4)[O:25][C:21]=3[CH:20]=2)=[CH:14][C:13]=1[Cl:43].[CH3:44][S:45](Cl)(=[O:47])=[O:46].O. (3) Given the product [F:1][C:2]([F:15])([F:14])[S:3]([O:6][C:17]1[C:24]([CH3:25])=[CH:23][C:20]([C:21]#[N:22])=[CH:19][C:18]=1[CH3:26])(=[O:5])=[O:4], predict the reactants needed to synthesize it. The reactants are: [F:1][C:2]([F:15])([F:14])[S:3]([O:6]S(C(F)(F)F)(=O)=O)(=[O:5])=[O:4].O[C:17]1[C:24]([CH3:25])=[CH:23][C:20]([C:21]#[N:22])=[CH:19][C:18]=1[CH3:26].N1C=CC=CC=1. (4) Given the product [Cl:31][C:28]1[S:27][C:26]([N:10]2[C:9](=[O:24])[C:8]([C:5]3[CH:6]=[CH:7][C:2]([Cl:1])=[CH:3][CH:4]=3)=[C:13]([C:14]3[CH:19]=[CH:18][C:17]([S:20]([CH3:23])(=[O:22])=[O:21])=[CH:16][CH:15]=3)[CH:12]=[N:11]2)=[CH:30][CH:29]=1, predict the reactants needed to synthesize it. The reactants are: [Cl:1][C:2]1[CH:7]=[CH:6][C:5]([C:8]2[C:9](=[O:24])[NH:10][N:11]=[CH:12][C:13]=2[C:14]2[CH:19]=[CH:18][C:17]([S:20]([CH3:23])(=[O:22])=[O:21])=[CH:16][CH:15]=2)=[CH:4][CH:3]=1.Br[C:26]1[S:27][C:28]([Cl:31])=[CH:29][CH:30]=1.N. (5) Given the product [NH2:5][C:4]1[CH:6]=[CH:7][C:8]([O:9][C:10]2[CH:15]=[CH:14][N:13]=[C:12]3[CH:16]=[C:17]([C:27]4[CH:28]=[CH:29][C:24]([C:22]([NH:21][CH3:20])=[O:23])=[CH:25][CH:26]=4)[S:18][C:11]=23)=[C:2]([F:1])[CH:3]=1, predict the reactants needed to synthesize it. The reactants are: [F:1][C:2]1[CH:3]=[C:4]([CH:6]=[CH:7][C:8]=1[O:9][C:10]1[CH:15]=[CH:14][N:13]=[C:12]2[CH:16]=[C:17](I)[S:18][C:11]=12)[NH2:5].[CH3:20][NH:21][C:22]([C:24]1[CH:29]=[CH:28][C:27](B(O)O)=[CH:26][CH:25]=1)=[O:23]. (6) Given the product [CH2:1]([O:3][C:4]([C:6]1[C:15]2[C:10](=[CH:11][CH:12]=[CH:13][CH:14]=2)[N:9]=[C:8]([C:16](=[O:18])[NH:41][C@H:31]([C:30]([N:27]2[CH2:28][CH2:29][N:24]([C:22]([O:21][CH2:19][CH3:20])=[O:23])[CH2:25][CH2:26]2)=[O:42])[CH2:32][CH2:33][C:34]([O:36][C:37]([CH3:39])([CH3:40])[CH3:38])=[O:35])[CH:7]=1)=[O:5])[CH3:2], predict the reactants needed to synthesize it. The reactants are: [CH2:1]([O:3][C:4]([C:6]1[C:15]2[C:10](=[CH:11][CH:12]=[CH:13][CH:14]=2)[N:9]=[C:8]([C:16]([OH:18])=O)[CH:7]=1)=[O:5])[CH3:2].[CH2:19]([O:21][C:22]([N:24]1[CH2:29][CH2:28][N:27]([C:30](=[O:42])[C@@H:31]([NH2:41])[CH2:32][CH2:33][C:34]([O:36][C:37]([CH3:40])([CH3:39])[CH3:38])=[O:35])[CH2:26][CH2:25]1)=[O:23])[CH3:20].C1C=CC2N(O)N=NC=2C=1.C(Cl)CCl. (7) Given the product [CH3:18][P:16]([CH3:19])([C:13]1[CH:14]=[CH:15][C:10]([C:6]2[C:5]3[N:4]([N:3]=[C:2]([NH:21][C:22]4[CH:23]=[C:24]([N:28]5[CH2:33][CH2:32][N:31]([CH3:34])[CH2:30][C:29]5=[O:35])[CH:25]=[CH:26][CH:27]=4)[N:20]=3)[CH:9]=[CH:8][CH:7]=2)=[CH:11][CH:12]=1)=[O:17], predict the reactants needed to synthesize it. The reactants are: Cl[C:2]1[N:20]=[C:5]2[C:6]([C:10]3[CH:15]=[CH:14][C:13]([P:16]([CH3:19])([CH3:18])=[O:17])=[CH:12][CH:11]=3)=[CH:7][CH:8]=[CH:9][N:4]2[N:3]=1.[NH2:21][C:22]1[CH:23]=[C:24]([N:28]2[CH2:33][CH2:32][N:31]([CH3:34])[CH2:30][C:29]2=[O:35])[CH:25]=[CH:26][CH:27]=1.C1(P(C2CCCCC2)C2C=CC=CC=2C2C=CC=CC=2P(C2CCCCC2)C2CCCCC2)CCCCC1. (8) Given the product [N:22]1[CH:23]=[CH:24][CH:25]=[C:20]([C:19]#[C:18][C:15]2[CH:16]=[CH:17][C:12]([C:11]([NH:2][C@H:3]([C:8]([OH:10])=[O:9])[CH2:4][CH2:5][S:6][CH3:7])=[O:33])=[C:13]([C:26]3[CH:31]=[CH:30][CH:29]=[CH:28][C:27]=3[CH3:32])[CH:14]=2)[CH:21]=1, predict the reactants needed to synthesize it. The reactants are: C[N:2]([C:11](=[O:33])[C:12]1[CH:17]=[CH:16][C:15]([C:18]#[C:19][C:20]2[CH:21]=[N:22][CH:23]=[CH:24][CH:25]=2)=[CH:14][C:13]=1[C:26]1[CH:31]=[CH:30][CH:29]=[CH:28][C:27]=1[CH3:32])[C@H:3]([C:8]([OH:10])=[O:9])[CH2:4][CH2:5][S:6][CH3:7].[Li+].[OH-]. (9) Given the product [Cl:38][C:37]1[C:29]([F:28])=[C:30]([CH:34]=[CH:35][CH:36]=1)[C:31]([NH:10][C:11]1[CH:26]=[CH:25][C:24]([Cl:27])=[CH:23][C:12]=1[C:13]([NH:15][CH2:16][CH:17]1[CH2:22][CH2:21][CH2:20][CH2:19][CH2:18]1)=[O:14])=[O:32], predict the reactants needed to synthesize it. The reactants are: C(N(C(C)C)CC)(C)C.[NH2:10][C:11]1[CH:26]=[CH:25][C:24]([Cl:27])=[CH:23][C:12]=1[C:13]([NH:15][CH2:16][CH:17]1[CH2:22][CH2:21][CH2:20][CH2:19][CH2:18]1)=[O:14].[F:28][C:29]1[C:37]([Cl:38])=[CH:36][CH:35]=[CH:34][C:30]=1[C:31](Cl)=[O:32].